Task: Predict the product of the given reaction.. Dataset: Forward reaction prediction with 1.9M reactions from USPTO patents (1976-2016) Given the reactants [CH:1]([NH:4][C:5](=[O:16])NC1C=C(C=CN=1)C(O)=O)([CH3:3])[CH3:2].NC1C=C(C=CN=1)C(OCC)=O.[NH:29]1[C:37]2[CH:36]=[CH:35][CH:34]=[C:33]([C:38]([O:40]C)=[O:39])[C:32]=2[CH:31]=[CH:30]1, predict the reaction product. The product is: [CH:1]([NH:4][C:5]([N:29]1[C:37]2[CH:36]=[CH:35][CH:34]=[C:33]([C:38]([OH:40])=[O:39])[C:32]=2[CH:31]=[CH:30]1)=[O:16])([CH3:3])[CH3:2].